From a dataset of Full USPTO retrosynthesis dataset with 1.9M reactions from patents (1976-2016). Predict the reactants needed to synthesize the given product. (1) Given the product [OH:1][C:2]1([CH3:31])[CH:9]2[CH2:10][C:5]3([C:12]([NH:14][C@H:15]4[CH2:20][CH2:19][CH2:18][N:17]([C:21]([O:23][CH2:24][C:25]5[CH:30]=[CH:29][CH:28]=[CH:27][CH:26]=5)=[O:22])[CH2:16]4)=[O:13])[CH2:6][CH:7]([CH2:11][CH:3]1[CH2:4]3)[CH2:8]2, predict the reactants needed to synthesize it. The reactants are: [O:1]=[C:2]1[CH:9]2[CH2:10][C:5]3([C:12]([NH:14][C@H:15]4[CH2:20][CH2:19][CH2:18][N:17]([C:21]([O:23][CH2:24][C:25]5[CH:30]=[CH:29][CH:28]=[CH:27][CH:26]=5)=[O:22])[CH2:16]4)=[O:13])[CH2:6][CH:7]([CH2:11][CH:3]1[CH2:4]3)[CH2:8]2.[CH3:31][Li]. (2) Given the product [CH3:18][O:17][C:9]1[CH:8]=[C:7](/[CH:6]=[CH:5]/[CH2:4][CH2:3][CH2:2][N:19]2[CH2:25][CH2:24][CH2:23][NH:22][CH2:21][CH2:20]2)[CH:12]=[C:11]([O:13][CH3:14])[C:10]=1[O:15][CH3:16], predict the reactants needed to synthesize it. The reactants are: Br[CH2:2][CH2:3][CH2:4]/[CH:5]=[CH:6]/[C:7]1[CH:12]=[C:11]([O:13][CH3:14])[C:10]([O:15][CH3:16])=[C:9]([O:17][CH3:18])[CH:8]=1.[NH:19]1[CH2:25][CH2:24][CH2:23][NH:22][CH2:21][CH2:20]1. (3) Given the product [CH3:1][N:2]([CH3:13])[C:3]1[N:4]=[C:5]([CH:6]=[C:7]([CH3:9])[CH3:8])[N:15]([CH3:14])[N:16]=1, predict the reactants needed to synthesize it. The reactants are: [CH3:1][N:2]([CH3:13])/[C:3](/SC)=[N:4]/[C:5](=O)[CH:6]=[C:7]([CH3:9])[CH3:8].[CH3:14][NH:15][NH2:16].